From a dataset of Full USPTO retrosynthesis dataset with 1.9M reactions from patents (1976-2016). Predict the reactants needed to synthesize the given product. (1) Given the product [CH2:1]([N:8]1[C:17]2[C:12](=[CH:13][C:14]([CH:29]=[O:30])=[C:15]([OH:18])[CH:16]=2)[CH2:11][CH2:10][CH2:9]1)[C:2]1[CH:3]=[CH:4][CH:5]=[CH:6][CH:7]=1, predict the reactants needed to synthesize it. The reactants are: [CH2:1]([N:8]1[C:17]2[C:12](=[CH:13][CH:14]=[C:15]([OH:18])[CH:16]=2)[CH2:11][CH2:10][CH2:9]1)[C:2]1[CH:7]=[CH:6][CH:5]=[CH:4][CH:3]=1.[Cl-].[Mg+2].[Cl-].C(N(CC)CC)C.[CH2:29]=[O:30].[Cl-].[NH4+]. (2) Given the product [CH3:26][N:27]([CH2:28][CH2:29][CH2:30][S:31]([CH2:33][CH2:34][C:35]([F:41])([F:40])[C:36]([F:39])([F:37])[F:38])=[O:32])[CH2:2][CH2:3][CH2:4][CH2:5][CH2:6][CH2:7][C:8]1[C:14]2[CH:15]=[CH:16][C:17]([OH:19])=[CH:18][C:13]=2[CH2:12][CH2:11][CH2:10][C:9]=1[C:20]1[CH:25]=[CH:24][CH:23]=[CH:22][CH:21]=1, predict the reactants needed to synthesize it. The reactants are: Br[CH2:2][CH2:3][CH2:4][CH2:5][CH2:6][CH2:7][C:8]1[C:14]2[CH:15]=[CH:16][C:17]([OH:19])=[CH:18][C:13]=2[CH2:12][CH2:11][CH2:10][C:9]=1[C:20]1[CH:25]=[CH:24][CH:23]=[CH:22][CH:21]=1.[CH3:26][NH:27][CH2:28][CH2:29][CH2:30][S:31]([CH2:33][CH2:34][C:35]([F:41])([F:40])[C:36]([F:39])([F:38])[F:37])=[O:32]. (3) Given the product [O:30]=[C:29]1[C:28]([CH2:27][C:24]2[CH:25]=[CH:26][C:21]([C:16]3[C:15]([C:13]#[N:14])=[CH:20][CH:19]=[CH:18][CH:17]=3)=[CH:22][CH:23]=2)=[C:34]([CH2:35][CH2:36][CH3:37])[N:12]2[N:11]=[CH:10][CH:9]=[C:8]2[N:7]1[CH:4]1[CH2:3][CH2:2][O:1][CH2:6][CH2:5]1, predict the reactants needed to synthesize it. The reactants are: [O:1]1[CH2:6][CH2:5][CH:4]([NH:7][C:8]2[NH:12][N:11]=[CH:10][CH:9]=2)[CH2:3][CH2:2]1.[C:13]([C:15]1[CH:20]=[CH:19][CH:18]=[CH:17][C:16]=1[C:21]1[CH:26]=[CH:25][C:24]([CH2:27][CH:28]([C:34](=O)[CH2:35][CH2:36][CH3:37])[C:29](OCC)=[O:30])=[CH:23][CH:22]=1)#[N:14].N12CCCN=C1CCCCC2.C(N(CC)C1C=CC=CC=1)C.